This data is from Full USPTO retrosynthesis dataset with 1.9M reactions from patents (1976-2016). The task is: Predict the reactants needed to synthesize the given product. (1) Given the product [CH2:11]([C:15]1[CH:24]=[CH:23][CH:22]=[C:21]2[C:16]=1[CH:17]=[CH:18][C:19]([NH:29][CH3:30])=[C:20]2[S:25]([NH:5][CH2:1][C:2]([OH:4])=[O:3])(=[O:27])=[O:26])[CH2:12][CH2:13][CH3:14], predict the reactants needed to synthesize it. The reactants are: [CH2:1]([NH2:5])[C:2]([OH:4])=[O:3].C([O-])(O)=O.[Na+].[CH2:11]([C:15]1[CH:24]=[CH:23][CH:22]=[C:21]2[C:16]=1[CH:17]=[CH:18][C:19]([NH:29][CH3:30])=[C:20]2[S:25](Cl)(=[O:27])=[O:26])[CH2:12][CH2:13][CH3:14]. (2) The reactants are: [NH:1]1[C:10]2[C:5](=[CH:6][CH:7]=[CH:8][CH:9]=2)[C:4](=[O:11])[CH2:3][CH2:2]1.[CH2:12]([O:19][C:20](Cl)=[O:21])[C:13]1[CH:18]=[CH:17][CH:16]=[CH:15][CH:14]=1.O.C(=O)([O-])[O-].[K+].[K+]. Given the product [CH2:12]([O:19][C:20]([N:1]1[C:10]2[C:5](=[CH:6][CH:7]=[CH:8][CH:9]=2)[C:4](=[O:11])[CH2:3][CH2:2]1)=[O:21])[C:13]1[CH:18]=[CH:17][CH:16]=[CH:15][CH:14]=1, predict the reactants needed to synthesize it. (3) Given the product [CH:1]([O:4][C:5]1[CH:13]=[CH:12][C:11]([S:14]([CH3:17])(=[O:16])=[O:15])=[CH:10][C:6]=1[C:7]([N:34]1[CH2:35][CH2:36][N:31]([C:29]2[S:30][C:26]3[CH:25]=[CH:24][CH:23]=[C:22]([N+:19]([O-:21])=[O:20])[C:27]=3[N:28]=2)[CH2:32][CH2:33]1)=[O:9])([CH3:2])[CH3:3], predict the reactants needed to synthesize it. The reactants are: [CH:1]([O:4][C:5]1[CH:13]=[CH:12][C:11]([S:14]([CH3:17])(=[O:16])=[O:15])=[CH:10][C:6]=1[C:7]([OH:9])=O)([CH3:3])[CH3:2].Cl.[N+:19]([C:22]1[C:27]2[N:28]=[C:29]([N:31]3[CH2:36][CH2:35][NH:34][CH2:33][CH2:32]3)[S:30][C:26]=2[CH:25]=[CH:24][CH:23]=1)([O-:21])=[O:20]. (4) The reactants are: C([O:3][C:4](=O)[CH2:5][C:6]1[CH:11]=[CH:10][CH:9]=[C:8]([NH:12][C:13]2[CH:18]=[CH:17][CH:16]=[C:15]([NH2:19])[CH:14]=2)[C:7]=1[NH2:20])C.C([O-])([O-])=O.[Na+].[Na+]. Given the product [NH2:19][C:15]1[CH:14]=[C:13]([NH:12][C:8]2[CH:9]=[CH:10][CH:11]=[C:6]3[C:7]=2[NH:20][C:4](=[O:3])[CH2:5]3)[CH:18]=[CH:17][CH:16]=1, predict the reactants needed to synthesize it. (5) Given the product [CH2:25]([O:27][CH:28]1[O:9][N:10]=[C:11]([C:12]2[N:17]=[C:16]([NH:18][C:19](=[O:24])[C:20]([CH3:21])([CH3:23])[CH3:22])[CH:15]=[CH:14][CH:13]=2)[CH:29]1[CH3:30])[CH3:26], predict the reactants needed to synthesize it. The reactants are: ClN1C(=O)CCC1=O.[OH:9][N:10]=[CH:11][C:12]1[N:17]=[C:16]([NH:18][C:19](=[O:24])[C:20]([CH3:23])([CH3:22])[CH3:21])[CH:15]=[CH:14][CH:13]=1.[CH2:25]([O:27][CH:28]=[CH:29][CH3:30])[CH3:26].C(N(CC)CC)C. (6) Given the product [Cl:1][C:2]1[N:7]=[C:6]([CH2:8][OH:9])[CH:5]=[CH:4][N:3]=1, predict the reactants needed to synthesize it. The reactants are: [Cl:1][C:2]1[N:7]=[C:6]([C:8](OC)=[O:9])[CH:5]=[CH:4][N:3]=1.C1COCC1.CO.